This data is from Peptide-MHC class I binding affinity with 185,985 pairs from IEDB/IMGT. The task is: Regression. Given a peptide amino acid sequence and an MHC pseudo amino acid sequence, predict their binding affinity value. This is MHC class I binding data. (1) The peptide sequence is RRIYDLIEL. The MHC is HLA-A26:01 with pseudo-sequence HLA-A26:01. The binding affinity (normalized) is 0. (2) The peptide sequence is LMLVTPSMAM. The MHC is HLA-B15:01 with pseudo-sequence HLA-B15:01. The binding affinity (normalized) is 0.819. (3) The peptide sequence is EIIPKIKAY. The MHC is HLA-A02:12 with pseudo-sequence HLA-A02:12. The binding affinity (normalized) is 0.0847. (4) The peptide sequence is KTIECSKEL. The MHC is HLA-B15:01 with pseudo-sequence HLA-B15:01. The binding affinity (normalized) is 0.432. (5) The peptide sequence is SPTPGPSNA. The MHC is HLA-A30:01 with pseudo-sequence HLA-A30:01. The binding affinity (normalized) is 0.213. (6) The peptide sequence is WQQWDRQSL. The MHC is HLA-B15:17 with pseudo-sequence HLA-B15:17. The binding affinity (normalized) is 0.0847.